Dataset: NCI-60 drug combinations with 297,098 pairs across 59 cell lines. Task: Regression. Given two drug SMILES strings and cell line genomic features, predict the synergy score measuring deviation from expected non-interaction effect. (1) Drug 1: CC1=C2C(C(=O)C3(C(CC4C(C3C(C(C2(C)C)(CC1OC(=O)C(C(C5=CC=CC=C5)NC(=O)C6=CC=CC=C6)O)O)OC(=O)C7=CC=CC=C7)(CO4)OC(=O)C)O)C)OC(=O)C. Drug 2: CC1=C2C(C(=O)C3(C(CC4C(C3C(C(C2(C)C)(CC1OC(=O)C(C(C5=CC=CC=C5)NC(=O)OC(C)(C)C)O)O)OC(=O)C6=CC=CC=C6)(CO4)OC(=O)C)O)C)O. Cell line: COLO 205. Synergy scores: CSS=45.1, Synergy_ZIP=5.60, Synergy_Bliss=5.14, Synergy_Loewe=6.72, Synergy_HSA=7.54. (2) Drug 1: CNC(=O)C1=CC=CC=C1SC2=CC3=C(C=C2)C(=NN3)C=CC4=CC=CC=N4. Drug 2: CN1CCC(CC1)COC2=C(C=C3C(=C2)N=CN=C3NC4=C(C=C(C=C4)Br)F)OC. Cell line: RXF 393. Synergy scores: CSS=3.19, Synergy_ZIP=-2.84, Synergy_Bliss=-2.77, Synergy_Loewe=-2.72, Synergy_HSA=-2.70. (3) Drug 1: CC1OCC2C(O1)C(C(C(O2)OC3C4COC(=O)C4C(C5=CC6=C(C=C35)OCO6)C7=CC(=C(C(=C7)OC)O)OC)O)O. Drug 2: CCN(CC)CCNC(=O)C1=C(NC(=C1C)C=C2C3=C(C=CC(=C3)F)NC2=O)C. Cell line: U251. Synergy scores: CSS=48.0, Synergy_ZIP=-0.799, Synergy_Bliss=-0.0187, Synergy_Loewe=-4.12, Synergy_HSA=1.16. (4) Drug 1: CN1CCC(CC1)COC2=C(C=C3C(=C2)N=CN=C3NC4=C(C=C(C=C4)Br)F)OC. Drug 2: COCCOC1=C(C=C2C(=C1)C(=NC=N2)NC3=CC=CC(=C3)C#C)OCCOC.Cl. Cell line: A549. Synergy scores: CSS=18.3, Synergy_ZIP=-0.558, Synergy_Bliss=3.91, Synergy_Loewe=5.58, Synergy_HSA=6.33. (5) Drug 1: CC1=CC=C(C=C1)C2=CC(=NN2C3=CC=C(C=C3)S(=O)(=O)N)C(F)(F)F. Drug 2: CCN(CC)CCCC(C)NC1=C2C=C(C=CC2=NC3=C1C=CC(=C3)Cl)OC. Cell line: RXF 393. Synergy scores: CSS=9.73, Synergy_ZIP=2.99, Synergy_Bliss=3.29, Synergy_Loewe=-4.97, Synergy_HSA=1.70. (6) Drug 1: C1CCN(CC1)CCOC2=CC=C(C=C2)C(=O)C3=C(SC4=C3C=CC(=C4)O)C5=CC=C(C=C5)O. Drug 2: C1=CN(C=N1)CC(O)(P(=O)(O)O)P(=O)(O)O. Cell line: SK-MEL-5. Synergy scores: CSS=-1.38, Synergy_ZIP=4.08, Synergy_Bliss=4.49, Synergy_Loewe=-2.39, Synergy_HSA=-2.34. (7) Drug 1: C1=CC=C(C(=C1)C(C2=CC=C(C=C2)Cl)C(Cl)Cl)Cl. Drug 2: C1C(C(OC1N2C=NC(=NC2=O)N)CO)O. Cell line: SR. Synergy scores: CSS=19.0, Synergy_ZIP=-2.09, Synergy_Bliss=6.25, Synergy_Loewe=-20.5, Synergy_HSA=-0.418. (8) Drug 1: C1CCC(C1)C(CC#N)N2C=C(C=N2)C3=C4C=CNC4=NC=N3. Drug 2: CN(C)N=NC1=C(NC=N1)C(=O)N. Cell line: SF-539. Synergy scores: CSS=3.37, Synergy_ZIP=-3.14, Synergy_Bliss=-4.49, Synergy_Loewe=-8.61, Synergy_HSA=-3.39.